This data is from Full USPTO retrosynthesis dataset with 1.9M reactions from patents (1976-2016). The task is: Predict the reactants needed to synthesize the given product. (1) Given the product [NH:7]1[C:2]2[CH:3]=[CH:4][CH:5]=[CH:6][C:1]=2[N:8]=[C:20]1[CH2:19][N:18]([CH2:23][C:24]1[NH:8][C:1]2[CH:6]=[CH:5][CH:4]=[CH:3][C:2]=2[N:7]=1)[CH2:17][CH2:16][CH2:15][C:9]1[CH:14]=[CH:13][CH:12]=[CH:11][CH:10]=1, predict the reactants needed to synthesize it. The reactants are: [C:1]1([NH2:8])[CH:6]=[CH:5][CH:4]=[CH:3][C:2]=1[NH2:7].[C:9]1([CH2:15][CH2:16][CH2:17][N:18]([CH2:23][C:24](O)=O)[CH2:19][C:20](O)=O)[CH:14]=[CH:13][CH:12]=[CH:11][CH:10]=1. (2) Given the product [CH3:37][CH:39]([OH:43])[CH2:40][CH2:41][CH2:42]/[CH:21]=[CH:22]\[CH:23]=[CH:24]\[CH:25]=[CH2:20], predict the reactants needed to synthesize it. The reactants are: [Br-].C([P+]([C:20]1[CH:25]=[CH:24][CH:23]=[CH:22][CH:21]=1)([C:20]1[CH:25]=[CH:24][CH:23]=[CH:22][CH:21]=1)[C:20]1[CH:25]=[CH:24][CH:23]=[CH:22][CH:21]=1)C=CC=C.C([Li])CCC.CCCCCC.[CH2:37]([CH:39]1[O:43][CH:42](O)[CH2:41][CH2:40]1)C.[NH4+].[Cl-]. (3) Given the product [C:24]([O:23][C:21]([C@H:20]1[CH2:28][CH:29]([OH:36])[CH2:37][NH:8][C@@H:9]1[C:10]([OH:12])=[O:11])=[O:22])([CH3:25])([CH3:26])[CH3:27], predict the reactants needed to synthesize it. The reactants are: C([N:8]([CH2:37]C1C=CC=CC=1)[C@@H:9]([C@H:20]([CH2:28][CH:29]([OH:36])COS(C)(=O)=O)[C:21]([O:23][C:24]([CH3:27])([CH3:26])[CH3:25])=[O:22])[C:10]([O:12]CC1C=CC=CC=1)=[O:11])C1C=CC=CC=1.Cl.